Dataset: Full USPTO retrosynthesis dataset with 1.9M reactions from patents (1976-2016). Task: Predict the reactants needed to synthesize the given product. (1) The reactants are: C([O:4][CH:5]1[CH:10]([N:11]([CH3:13])[CH3:12])[CH2:9][CH:8]([CH3:14])[O:7][CH:6]1[O:15][CH2:16][CH2:17][C:18]#[C:19][CH2:20][CH2:21][CH2:22][CH2:23][CH2:24][CH3:25])(=O)C.C([O-])([O-])=O.[K+].[K+]. Given the product [CH2:16]([O:15][CH:6]1[CH:5]([OH:4])[CH:10]([N:11]([CH3:13])[CH3:12])[CH2:9][CH:8]([CH3:14])[O:7]1)[CH2:17][C:18]#[C:19][CH2:20][CH2:21][CH2:22][CH2:23][CH2:24][CH3:25], predict the reactants needed to synthesize it. (2) Given the product [CH3:38][S:39]([O:1][CH2:2][C:3]1[C:8]([CH3:9])=[N:7][C:6]([CH2:10][C:11]([CH3:12])([CH3:13])[CH3:14])=[C:5]([CH2:15][NH:16][C:17]([O:18][C:19]([CH3:21])([CH3:22])[CH3:20])=[O:23])[C:4]=1[C:24]1[CH:29]=[CH:28][C:27]([CH3:30])=[CH:26][CH:25]=1)(=[O:41])=[O:40], predict the reactants needed to synthesize it. The reactants are: [OH:1][CH2:2][C:3]1[C:4]([C:24]2[CH:29]=[CH:28][C:27]([CH3:30])=[CH:26][CH:25]=2)=[C:5]([CH2:15][NH:16][C:17](=[O:23])[O:18][C:19]([CH3:22])([CH3:21])[CH3:20])[C:6]([CH2:10][C:11]([CH3:14])([CH3:13])[CH3:12])=[N:7][C:8]=1[CH3:9].C(N(CC)CC)C.[CH3:38][S:39](Cl)(=[O:41])=[O:40].C(=O)([O-])O.[Na+]. (3) Given the product [Cl:1][C:2]1[CH:6]=[CH:5][N:4]2[CH:7]=[C:8]([CH3:9])[NH:15][C:11](=[O:13])[C:3]=12, predict the reactants needed to synthesize it. The reactants are: [Cl:1][C:2]1[CH:6]=[CH:5][N:4]([CH2:7][C:8](=O)[CH3:9])[C:3]=1[C:11]([O:13]C)=O.[NH3:15]. (4) Given the product [F:17][C:14]1[CH:15]=[CH:16][C:11]([C:9]2[N:10]=[C:5]3[C:4]([CH3:36])=[CH:3][C:2]([N:43]4[CH2:44][CH2:45][N:40]([CH2:39][CH2:38][OH:37])[CH2:41][CH2:42]4)=[N:7][N:6]3[C:8]=2[C:18]2[CH:23]=[CH:22][N:21]=[C:20]3[N:24]([S:27]([C:30]4[CH:35]=[CH:34][CH:33]=[CH:32][CH:31]=4)(=[O:29])=[O:28])[CH:25]=[CH:26][C:19]=23)=[CH:12][CH:13]=1, predict the reactants needed to synthesize it. The reactants are: Cl[C:2]1[CH:3]=[C:4]([CH3:36])[C:5]2[N:6]([C:8]([C:18]3[CH:23]=[CH:22][N:21]=[C:20]4[N:24]([S:27]([C:30]5[CH:35]=[CH:34][CH:33]=[CH:32][CH:31]=5)(=[O:29])=[O:28])[CH:25]=[CH:26][C:19]=34)=[C:9]([C:11]3[CH:16]=[CH:15][C:14]([F:17])=[CH:13][CH:12]=3)[N:10]=2)[N:7]=1.[OH:37][CH2:38][CH2:39][N:40]1[CH2:45][CH2:44][NH:43][CH2:42][CH2:41]1.C(N(CC)CC)C. (5) Given the product [C:9]([C:1]12[CH2:8][CH2:7][CH:4]([CH2:5][CH2:6]1)[CH2:3][CH2:2]2)#[CH:11], predict the reactants needed to synthesize it. The reactants are: [C:1]12([CH:9]=O)[CH2:8][CH2:7][CH:4]([CH2:5][CH2:6]1)[CH2:3][CH2:2]2.[CH3:11]/C(/[O-])=C(/P(OC)(OC)=O)\[N+]#N.C(=O)([O-])[O-].[K+].[K+]. (6) Given the product [CH3:20][C:13]12[CH2:19][C:9]3([C:3]4[CH:4]=[CH:5][C:6]([O:8][CH2:42][C:43]#[CH:44])=[CH:7][C:2]=4[O:1][CH2:7][C:2]#[CH:3])[CH2:16][C:15]([CH3:18])([CH2:17][C:11]([C:21]45[CH2:31][C:25]6([CH3:32])[CH2:24][C:23]([C:33]7[CH:38]=[CH:37][C:36]([O:39][CH2:49][C:50]#[CH:51])=[CH:35][C:34]=7[O:40][CH2:6][C:5]#[CH:4])([CH2:29][C:27]([CH3:30])([CH2:26]6)[CH2:28]4)[CH2:22]5)([CH2:10]3)[CH2:12]1)[CH2:14]2, predict the reactants needed to synthesize it. The reactants are: [OH:1][C:2]1[CH:7]=[C:6]([OH:8])[CH:5]=[CH:4][C:3]=1[C:9]12[CH2:19][C:13]3([CH3:20])[CH2:14][C:15]([CH3:18])([CH2:17][C:11]([C:21]45[CH2:31][C:25]6([CH3:32])[CH2:26][C:27]([CH3:30])([CH2:29][C:23]([C:33]7[CH:38]=[CH:37][C:36]([OH:39])=[CH:35][C:34]=7[OH:40])([CH2:24]6)[CH2:22]4)[CH2:28]5)([CH2:12]3)[CH2:10]1)[CH2:16]2.Br[CH2:42][C:43]#[CH:44].[OH-].[Na+].O1[CH2:51][CH2:50][CH2:49]C1.